This data is from Full USPTO retrosynthesis dataset with 1.9M reactions from patents (1976-2016). The task is: Predict the reactants needed to synthesize the given product. (1) Given the product [F:1][C:2]1[CH:3]=[CH:4][C:5]([C:8]2[N:9]=[C:10]3[CH:15]=[CH:14][C:13]([C:16]([NH:20][OH:21])=[NH:17])=[CH:12][N:11]3[CH:18]=2)=[CH:6][CH:7]=1, predict the reactants needed to synthesize it. The reactants are: [F:1][C:2]1[CH:7]=[CH:6][C:5]([C:8]2[N:9]=[C:10]3[CH:15]=[CH:14][C:13]([C:16]#[N:17])=[CH:12][N:11]3[CH:18]=2)=[CH:4][CH:3]=1.Cl.[NH2:20][OH:21].C(N(CC)CC)C. (2) Given the product [O:16]=[S:17]1(=[O:24])[CH2:21][CH2:20][CH:19]([N:22]2[C:8]3[C@@H:9]4[CH2:10][C@@H:11]4[CH2:12][C:7]=3[C:5]([C:4]([OH:3])=[O:14])=[N:23]2)[CH2:18]1, predict the reactants needed to synthesize it. The reactants are: C([O:3][C:4](=[O:14])[C:5](=[C:7]1[CH2:12][C@@H:11]2[C@@H:9]([CH2:10]2)[C:8]1=O)[O-])C.[K+].[O:16]=[S:17]1(=[O:24])[CH2:21][CH2:20][CH:19]([NH:22][NH2:23])[CH2:18]1. (3) The reactants are: [CH2:1]([CH:8]1[CH2:13][NH:12][CH2:11][C@@H:10]([NH:14]C(=O)OC(C)(C)C)[CH2:9]1)[C:2]1[CH:7]=[CH:6][CH:5]=[CH:4][CH:3]=1.Cl. Given the product [CH2:1]([CH:8]1[CH2:13][NH:12][CH2:11][C@@H:10]([NH2:14])[CH2:9]1)[C:2]1[CH:3]=[CH:4][CH:5]=[CH:6][CH:7]=1, predict the reactants needed to synthesize it.